This data is from Reaction yield outcomes from USPTO patents with 853,638 reactions. The task is: Predict the reaction yield, written as a fraction of the theoretical maximum amount of product (1.0 means a 100% yield; for example, 0.34 means a 34% yield). (1) The reactants are C(OC(O[CH2:8][CH3:9])CBr)C.C(O)C.[Na].[NH2:14][C:15]1[N:16]=[N:17][CH:18]=[C:19]([C:21]([F:24])([CH3:23])[CH3:22])[N:20]=1. The catalyst is Br.O. The product is [F:24][C:21]([C:19]1[CH:18]=[N:17][N:16]2[CH:8]=[CH:9][N:14]=[C:15]2[N:20]=1)([CH3:23])[CH3:22]. The yield is 0.170. (2) The reactants are [NH2:1][C:2]1[CH:7]=[CH:6][CH:5]=[CH:4][CH:3]=1.[CH3:8][C:9]1[CH:10]([C:17]2[CH:24]=[CH:23][CH:22]=[CH:21][C:18]=2[CH:19]=O)[C:11]([CH3:16])=[C:12]([CH3:15])[C:13]=1[CH3:14]. The catalyst is C(O)C. The product is [CH3:8][C:9]1[CH:10]([C:17]2[CH:24]=[CH:23][CH:22]=[CH:21][C:18]=2[CH:19]=[N:1][C:2]2[CH:7]=[CH:6][CH:5]=[CH:4][CH:3]=2)[C:11]([CH3:16])=[C:12]([CH3:15])[C:13]=1[CH3:14]. The yield is 1.00. (3) The reactants are [OH:1][C:2]1[CH:3]=[C:4]([NH:8][C:9](=[O:11])[CH3:10])[CH:5]=[CH:6][CH:7]=1.C(NC1C=C(OC(=O)C)C=CC=1)=O.[CH3:25][C:26](=[CH2:30])[CH2:27][CH2:28]O.CCOC(/N=N/C(OCC)=O)=O.C1C=CC(P(C2C=CC=CC=2)C2C=CC=CC=2)=CC=1. The catalyst is C1C=CC=CC=1.O. The product is [CH3:30][C:26](=[CH2:25])[CH2:27][CH2:28][O:1][C:2]1[CH:3]=[C:4]([NH:8][C:9](=[O:11])[CH3:10])[CH:5]=[CH:6][CH:7]=1. The yield is 0.520.